Dataset: Catalyst prediction with 721,799 reactions and 888 catalyst types from USPTO. Task: Predict which catalyst facilitates the given reaction. Reactant: [CH3:1][O:2][CH:3]([O:9][CH3:10])[CH2:4][C:5]([O:7][CH3:8])=[O:6].[CH:11](OC)=[O:12].[H-].[Na+:16]. Product: [CH3:1][O:2][CH:3]([O:9][CH3:10])/[C:4](/[C:5]([O:7][CH3:8])=[O:6])=[CH:11]/[O-:12].[Na+:16]. The catalyst class is: 1.